From a dataset of Full USPTO retrosynthesis dataset with 1.9M reactions from patents (1976-2016). Predict the reactants needed to synthesize the given product. (1) Given the product [C:13]([O:12][C:10]([N:1]1[CH2:6][CH2:5][NH:4][CH2:3][CH2:2]1)=[O:9])([CH3:16])([CH3:15])[CH3:14], predict the reactants needed to synthesize it. The reactants are: [NH:1]1[CH2:6][CH2:5][NH:4][CH2:3][CH2:2]1.[OH-].[Na+].[O:9](C(OC(C)(C)C)=O)[C:10]([O:12][C:13]([CH3:16])([CH3:15])[CH3:14])=O. (2) Given the product [Cl:26][C:23]1[CH:22]=[CH:21][C:20]([CH2:19][C:18]([NH:17][N:8]2[N:7]=[C:6]([CH2:5][CH2:4][OH:3])[C:15]3[C:10](=[CH:11][CH:12]=[CH:13][CH:14]=3)[C:9]2=[O:16])=[O:27])=[CH:25][CH:24]=1, predict the reactants needed to synthesize it. The reactants are: C([O:3][C:4](=O)[CH2:5][C:6]1[C:15]2[C:10](=[CH:11][CH:12]=[CH:13][CH:14]=2)[C:9](=[O:16])[N:8]([NH:17][C:18](=[O:27])[CH2:19][C:20]2[CH:25]=[CH:24][C:23]([Cl:26])=[CH:22][CH:21]=2)[N:7]=1)C.[Li+].[BH4-].